Dataset: Full USPTO retrosynthesis dataset with 1.9M reactions from patents (1976-2016). Task: Predict the reactants needed to synthesize the given product. (1) Given the product [C:1]([NH:5][C:6]([C:8]1[C:16]2[C:11](=[N:12][CH:13]=[C:14]([NH:17][C:18]3[CH:23]=[CH:22][N:21]=[C:20]([S:24]([CH3:27])(=[O:25])=[O:26])[CH:19]=3)[N:15]=2)[NH:10][CH:9]=1)=[O:7])([CH3:4])([CH3:3])[CH3:2], predict the reactants needed to synthesize it. The reactants are: [C:1]([NH:5][C:6]([C:8]1[C:16]2[C:11](=[N:12][CH:13]=[C:14]([NH:17][C:18]3[CH:23]=[CH:22][N:21]=[C:20]([S:24]([CH3:27])(=[O:26])=[O:25])[CH:19]=3)[N:15]=2)[N:10](COCC[Si](C)(C)C)[CH:9]=1)=[O:7])([CH3:4])([CH3:3])[CH3:2].FC(F)(F)C(O)=O. (2) Given the product [CH2:14]([S:3][C:4]1[CH:12]=[CH:11][CH:10]=[CH:9][C:5]=1[C:6]([OH:8])=[O:7])[CH3:15], predict the reactants needed to synthesize it. The reactants are: [OH-].[Na+].[SH:3][C:4]1[CH:12]=[CH:11][CH:10]=[CH:9][C:5]=1[C:6]([OH:8])=[O:7].I[CH2:14][CH3:15]. (3) The reactants are: Cl[C:2]1[CH:7]=[CH:6][C:5]([C:8]([N:10]2[CH2:15][CH2:14][N:13]([C:16]3[C:21]([CH3:22])=[CH:20][C:19]([CH3:23])=[CH:18][N:17]=3)[CH2:12][CH2:11]2)=[O:9])=[C:4]([N:24]2[C@H:28]([CH3:29])[CH2:27][CH2:26][S:25]2(=[O:31])=[O:30])[CH:3]=1.[O:32]1[CH2:36][CH2:35][NH:34][C:33]1=[O:37]. Given the product [CH3:22][C:21]1[C:16]([N:13]2[CH2:14][CH2:15][N:10]([C:8]([C:5]3[CH:6]=[CH:7][C:2]([N:34]4[CH2:35][CH2:36][O:32][C:33]4=[O:37])=[CH:3][C:4]=3[N:24]3[C@H:28]([CH3:29])[CH2:27][CH2:26][S:25]3(=[O:31])=[O:30])=[O:9])[CH2:11][CH2:12]2)=[N:17][CH:18]=[C:19]([CH3:23])[CH:20]=1, predict the reactants needed to synthesize it. (4) Given the product [C:24]([C:21]1[CH:20]=[CH:19][C:18]([N:12]2[C:13](=[O:17])[C:14]([CH3:16])([CH3:15])[N:10]([CH2:9][C:7]3[CH:6]=[CH:5][N:4]=[C:3]([NH:2][C:35]4[C:30]([Cl:29])=[N:31][CH:32]=[CH:33][CH:34]=4)[CH:8]=3)[C:11]2=[O:28])=[CH:23][CH:22]=1)([CH3:27])([CH3:26])[CH3:25], predict the reactants needed to synthesize it. The reactants are: Cl.[NH2:2][C:3]1[CH:8]=[C:7]([CH2:9][N:10]2[C:14]([CH3:16])([CH3:15])[C:13](=[O:17])[N:12]([C:18]3[CH:23]=[CH:22][C:21]([C:24]([CH3:27])([CH3:26])[CH3:25])=[CH:20][CH:19]=3)[C:11]2=[O:28])[CH:6]=[CH:5][N:4]=1.[Cl:29][C:30]1[C:35](I)=[CH:34][CH:33]=[CH:32][N:31]=1.C(=O)([O-])[O-].[Cs+].[Cs+].CC1(C)C2C=CC(P(C3C=CC=CC=3)C3C=CC=CC=3)=CC=2OC2C1=CC=C(P(C1C=CC=CC=1)C1C=CC=CC=1)C=2. (5) Given the product [CH3:12][CH2:11][CH2:10][CH2:9][O:8][P:6]([O:5][CH2:4][CH2:3][CH2:2][CH3:1])([O:13][CH2:14][CH2:15][CH2:16][CH3:17])=[O:7].[CH3:18][CH:19]([OH:22])[CH2:20][NH2:21], predict the reactants needed to synthesize it. The reactants are: [CH3:1][CH2:2][CH2:3][CH2:4][O:5][P:6]([O:13][CH2:14][CH2:15][CH2:16][CH3:17])([O:8][CH2:9][CH2:10][CH2:11][CH3:12])=[O:7].[CH3:18][CH:19]([OH:22])[CH2:20][NH2:21]. (6) Given the product [CH3:89][O:96][C:139](=[O:142])[C@@H:140]([OH:9])[C@H:14]([NH:2][C:1]([O:3][C:4]([CH3:7])([CH3:6])[CH3:5])=[O:8])[C:13]1[CH:16]=[CH:47][CH:48]=[C:49]2[C:15]=1[N:43]=[C:44]([O:51][CH3:52])[CH:45]=[CH:50]2, predict the reactants needed to synthesize it. The reactants are: [C:1](=[O:8])([O:3][C:4]([CH3:7])([CH3:6])[CH3:5])[NH2:2].[OH-:9].[Na+].ClO[C:13]([CH3:16])([CH3:15])[CH3:14].CC[C@@H]1[C@@H]2C[C@H]([C@@H](OC3[C:50]4[C:45](=C[CH:47]=[CH:48][CH:49]=4)[C:44]([O:51][C@@H:52](C4C=CN=C5C=4C=C(OC)C=C5)[C@@H]4N5C[C@H](CC)[C@@H](CC5)C4)=[N:43]N=3)C3C=CN=C4C=3C=C(OC)C=C4)N(CC2)C1.CC[C@H]1[C@H]2C[C@H]([C@H](OC3C4C(=CC=CC=4)C(O[C@H](C4C=CN=C5C=4C=C(OC)C=C5)[C@@H]4N5C[C@H](CC)[C@@H](CC5)C4)=NN=3)C3C=CN=C4C=3C=[C:89]([O:96]C)C=C4)N(CC2)C1.[O-]S([O-])=O.[Na+].[Na+].[CH2:139]([OH:142])[CH2:140]C. (7) The reactants are: C=O.[S:3]1[C:7]2[CH:8]=[CH:9][CH:10]=[CH:11][C:6]=2[N:5]=[C:4]1[C:12]1[C:13]([NH2:29])=[N:14][CH:15]=[C:16]([C:18]2[CH:19]=[N:20][N:21]([CH:23]3[CH2:28][CH2:27][NH:26][CH2:25][CH2:24]3)[CH:22]=2)[CH:17]=1.[Na].[C:31](#N)C. Given the product [S:3]1[C:7]2[CH:8]=[CH:9][CH:10]=[CH:11][C:6]=2[N:5]=[C:4]1[C:12]1[C:13]([NH2:29])=[N:14][CH:15]=[C:16]([C:18]2[CH:19]=[N:20][N:21]([CH:23]3[CH2:24][CH2:25][N:26]([CH3:31])[CH2:27][CH2:28]3)[CH:22]=2)[CH:17]=1, predict the reactants needed to synthesize it. (8) Given the product [C:20]([OH:21])(=[O:30])[CH3:19].[NH2:35][C:3]1[N:2]([CH3:1])[C:6](=[O:7])[C:5]([C:14]2[CH:24]=[CH:23][C:17]3[N:18]([CH3:22])[CH2:19][CH2:20][O:21][C:16]=3[CH:15]=2)([C:8]2[CH:13]=[CH:12][CH:11]=[CH:10][CH:9]=2)[N:4]=1, predict the reactants needed to synthesize it. The reactants are: [CH3:1][N:2]1[C:6](=[O:7])[C:5]([C:14]2[CH:24]=[CH:23][C:17]3[N:18]([CH3:22])[CH2:19][CH2:20][O:21][C:16]=3[CH:15]=2)([C:8]2[CH:13]=[CH:12][CH:11]=[CH:10][CH:9]=2)[NH:4][C:3]1=S.C([O:30]O)(C)(C)C.CO.[OH-].[NH4+:35]. (9) Given the product [NH2:25][C:23]1[N:24]=[C:20]([NH:19][C:16]2[CH:15]=[CH:14][C:13]([O:12][CH:10]3[CH2:9][NH:8][CH2:11]3)=[CH:18][CH:17]=2)[S:21][C:22]=1[C:26]([C:27]1[CH:32]=[CH:31][CH:30]=[C:29]([F:33])[CH:28]=1)=[O:34], predict the reactants needed to synthesize it. The reactants are: C(OC([N:8]1[CH2:11][CH:10]([O:12][C:13]2[CH:18]=[CH:17][C:16]([NH:19][C:20]3[S:21][C:22]([C:26](=[O:34])[C:27]4[CH:32]=[CH:31][CH:30]=[C:29]([F:33])[CH:28]=4)=[C:23]([NH2:25])[N:24]=3)=[CH:15][CH:14]=2)[CH2:9]1)=O)(C)(C)C. (10) Given the product [CH:26]([C:2]1[CH:3]=[C:4]2[C:8](=[CH:9][CH:10]=1)[CH2:7][N:6]([CH:11]=[O:12])[CH2:5]2)=[CH2:27], predict the reactants needed to synthesize it. The reactants are: Br[C:2]1[CH:3]=[C:4]2[C:8](=[CH:9][CH:10]=1)[CH2:7][N:6]([C:11](C1C=C(C(C)C)C(OC)=CC=1OC)=[O:12])[CH2:5]2.[CH:26](B1OC(C)(C)C(C)(C)O1)=[CH2:27].C([O-])([O-])=O.[Na+].[Na+].